Dataset: Forward reaction prediction with 1.9M reactions from USPTO patents (1976-2016). Task: Predict the product of the given reaction. (1) Given the reactants [S:1]1[C:5]2[CH:6]=[CH:7][CH:8]=[CH:9][C:4]=2[N:3]=[C:2]1[N:10]1[C:14](=[O:15])[CH:13]=[C:12]([C:16]2[CH:21]=[CH:20][CH:19]=[C:18]([F:22])[CH:17]=2)[NH:11]1.CO[CH:25](OC)[N:26]([CH3:28])[CH3:27].C(OCC)C, predict the reaction product. The product is: [S:1]1[C:5]2[CH:6]=[CH:7][CH:8]=[CH:9][C:4]=2[N:3]=[C:2]1[N:10]1[C:14](=[O:15])[C:13](=[CH:25][N:26]([CH3:28])[CH3:27])[C:12]([C:16]2[CH:21]=[CH:20][CH:19]=[C:18]([F:22])[CH:17]=2)=[N:11]1. (2) Given the reactants C([N:8](CC1C=CC=CC=1)[C:9]1[C:14]([F:15])=[CH:13][C:12]([N:16]2[CH2:21][CH2:20][N:19]([C:22]([O:24][C:25]([CH3:28])([CH3:27])[CH3:26])=[O:23])[CH2:18][CH2:17]2)=[C:11]([F:29])[CH:10]=1)C1C=CC=CC=1, predict the reaction product. The product is: [NH2:8][C:9]1[C:14]([F:15])=[CH:13][C:12]([N:16]2[CH2:17][CH2:18][N:19]([C:22]([O:24][C:25]([CH3:27])([CH3:26])[CH3:28])=[O:23])[CH2:20][CH2:21]2)=[C:11]([F:29])[CH:10]=1. (3) Given the reactants Br[C:2]1[CH:3]=[CH:4][C:5]2[S:9](=[O:11])(=[O:10])[N:8]([CH2:12][CH3:13])[CH2:7][C:6]=2[CH:14]=1.[B:15]1(B2OC(C)(C)C(C)(C)O2)[O:19]C(C)(C)C(C)(C)[O:16]1.C([O-])(=O)C.[K+].C(Cl)Cl, predict the reaction product. The product is: [OH:16][B:15]([OH:19])[C:2]1[CH:3]=[CH:4][C:5]2[S:9](=[O:11])(=[O:10])[N:8]([CH2:12][CH3:13])[CH2:7][C:6]=2[CH:14]=1. (4) Given the reactants [F:1][C:2]([F:23])([F:22])[C:3]([N:5]([C@@H:13]1[CH2:15][C@H:14]1[C:16]1[CH:21]=[CH:20][CH:19]=[CH:18][CH:17]=1)[CH2:6][CH:7]1[CH2:12][CH2:11][NH:10][CH2:9][CH2:8]1)=[O:4].C(=O)([O-])[O-].[K+].[K+].Br[CH2:31][CH2:32][OH:33], predict the reaction product. The product is: [F:23][C:2]([F:1])([F:22])[C:3]([N:5]([CH2:6][CH:7]1[CH2:8][CH2:9][N:10]([CH2:31][CH2:32][OH:33])[CH2:11][CH2:12]1)[C@@H:13]1[CH2:15][C@H:14]1[C:16]1[CH:21]=[CH:20][CH:19]=[CH:18][CH:17]=1)=[O:4]. (5) Given the reactants [O-]P([O-])([O-])=O.[K+].[K+].[K+].[CH2:9]([NH2:16])[C:10]1[CH:15]=[CH:14][CH:13]=[CH:12][CH:11]=1.I[C:18]1[CH:19]=[C:20]([O:24][CH3:25])[CH:21]=[CH:22][CH:23]=1.C(O)CO, predict the reaction product. The product is: [CH3:25][O:24][C:20]1[CH:19]=[C:18]([NH:16][CH2:9][C:10]2[CH:15]=[CH:14][CH:13]=[CH:12][CH:11]=2)[CH:23]=[CH:22][CH:21]=1. (6) Given the reactants [Cl:1][C:2]1[CH:3]=[CH:4][C:5]([NH:8][C:9]([C:11]2[CH:16]=[C:15]([Cl:17])[CH:14]=[CH:13][C:12]=2[NH:18][C:19]([C:21]2[CH:26]=[CH:25][C:24]([S:27]([CH2:40][CH2:41][O:42]C)(=[N:29]C(OCC3C=CC=CC=3)=O)=[O:28])=[CH:23][CH:22]=2)=[O:20])=[O:10])=[N:6][CH:7]=1.B(Br)(Br)Br, predict the reaction product. The product is: [Cl:1][C:2]1[CH:3]=[CH:4][C:5]([NH:8][C:9]([C:11]2[CH:16]=[C:15]([Cl:17])[CH:14]=[CH:13][C:12]=2[NH:18][C:19]([C:21]2[CH:26]=[CH:25][C:24]([S:27]([CH2:40][CH2:41][OH:42])(=[NH:29])=[O:28])=[CH:23][CH:22]=2)=[O:20])=[O:10])=[N:6][CH:7]=1. (7) Given the reactants S(Cl)([Cl:3])=O.[F:5][C:6]1[CH:11]=[CH:10][C:9]([C:12]2[N:13]=[CH:14][N:15]([CH2:17]O)[CH:16]=2)=[CH:8][CH:7]=1.C1(C)C=CC=CC=1, predict the reaction product. The product is: [ClH:3].[Cl:3][CH2:17][N:15]1[CH:16]=[C:12]([C:9]2[CH:10]=[CH:11][C:6]([F:5])=[CH:7][CH:8]=2)[N:13]=[CH:14]1. (8) Given the reactants [CH3:1][O:2][C:3]([CH:5]1[CH2:10][CH2:9][CH2:8][N:7]([C:11]([O:13][C:14]([CH3:17])([CH3:16])[CH3:15])=[O:12])[CH2:6]1)=[O:4].[CH3:18][Si](C)(C)N[Si](C)(C)C.[Na].IC, predict the reaction product. The product is: [CH3:1][O:2][C:3]([C:5]1([CH3:18])[CH2:10][CH2:9][CH2:8][N:7]([C:11]([O:13][C:14]([CH3:17])([CH3:16])[CH3:15])=[O:12])[CH2:6]1)=[O:4]. (9) Given the reactants [O-]CC.[Na+].[Na].[C:6]([O:14]CC)(=O)[CH2:7][C:8]([O:10]CC)=O.[NH:17]1[CH:21]=[CH:20][C:19]([NH2:22])=[N:18]1, predict the reaction product. The product is: [N:17]1[N:18]2[C:8](=[O:10])[CH2:7][C:6](=[O:14])[NH:22][C:19]2=[CH:20][CH:21]=1.